The task is: Predict the reactants needed to synthesize the given product.. This data is from Full USPTO retrosynthesis dataset with 1.9M reactions from patents (1976-2016). (1) Given the product [CH3:1][C:2]([CH3:17])=[CH:3][C:4]([NH:6][C:7]1[CH:8]=[C:9]([CH:14]=[CH:15][CH:16]=1)[C:10]([OH:12])=[O:11])=[O:5], predict the reactants needed to synthesize it. The reactants are: [CH3:1][C:2]([CH3:17])=[CH:3][C:4]([NH:6][C:7]1[CH:8]=[C:9]([CH:14]=[CH:15][CH:16]=1)[C:10]([O:12]C)=[O:11])=[O:5].O.[OH-].[Li+].C(OCC)(=O)C.CCCCCC.C(O)(=O)CC(CC(O)=O)(C(O)=O)O. (2) Given the product [OH:8][C:9]1[CH:36]=[CH:35][C:34]([CH:37]2[CH2:41][CH2:40][O:39][CH2:38]2)=[CH:33][C:10]=1[C:11]([NH:13][C:14]1[CH:26]=[C:25]([C:27]2[CH:32]=[CH:31][CH:30]=[CH:29][CH:28]=2)[CH:24]=[CH:23][C:15]=1[C:16]([O:18][C:19]([CH3:22])([CH3:21])[CH3:20])=[O:17])=[O:12], predict the reactants needed to synthesize it. The reactants are: C([O:8][C:9]1[CH:36]=[CH:35][C:34]([C:37]2[CH:41]=[CH:40][O:39][CH:38]=2)=[CH:33][C:10]=1[C:11]([NH:13][C:14]1[CH:26]=[C:25]([C:27]2[CH:32]=[CH:31][CH:30]=[CH:29][CH:28]=2)[CH:24]=[CH:23][C:15]=1[C:16]([O:18][C:19]([CH3:22])([CH3:21])[CH3:20])=[O:17])=[O:12])C1C=CC=CC=1.